From a dataset of Peptide-MHC class I binding affinity with 185,985 pairs from IEDB/IMGT. Regression. Given a peptide amino acid sequence and an MHC pseudo amino acid sequence, predict their binding affinity value. This is MHC class I binding data. (1) The peptide sequence is FPYSTFPII. The MHC is HLA-A02:06 with pseudo-sequence HLA-A02:06. The binding affinity (normalized) is 0.108. (2) The peptide sequence is NQQGITPNY. The MHC is HLA-A69:01 with pseudo-sequence HLA-A69:01. The binding affinity (normalized) is 0.0847. (3) The peptide sequence is FSLPSSSSY. The MHC is HLA-A26:01 with pseudo-sequence HLA-A26:01. The binding affinity (normalized) is 0.0847. (4) The peptide sequence is STNIRQAGVQYSR. The MHC is HLA-A02:03 with pseudo-sequence HLA-A02:03. The binding affinity (normalized) is 0. (5) The peptide sequence is RRAYSGKQY. The MHC is HLA-B18:01 with pseudo-sequence HLA-B18:01. The binding affinity (normalized) is 0.0847. (6) The peptide sequence is LLWTLVVLL. The MHC is HLA-A02:02 with pseudo-sequence HLA-A02:02. The binding affinity (normalized) is 0.916. (7) The peptide sequence is KEHVIQNAF. The MHC is HLA-B57:01 with pseudo-sequence HLA-B57:01. The binding affinity (normalized) is 0. (8) The peptide sequence is TLLVDLLWL. The MHC is HLA-A68:02 with pseudo-sequence HLA-A68:02. The binding affinity (normalized) is 0.